From a dataset of Reaction yield outcomes from USPTO patents with 853,638 reactions. Predict the reaction yield, written as a fraction of the theoretical maximum amount of product (1.0 means a 100% yield; for example, 0.34 means a 34% yield). (1) The reactants are [C:1]([C:3]1[C:4]([C:19]2[O:23][C:22]([CH3:24])=[C:21]([C:25]([O:27]C)=[O:26])[CH:20]=2)=[C:5]2[CH:18]=[N:17][NH:16][C:6]2=[N:7][C:8]=1[C:9]1[CH:14]=[CH:13][C:12]([OH:15])=[CH:11][CH:10]=1)#[N:2].[OH-].[Li+].O.Cl. The catalyst is O1CCOCC1.O. The product is [C:1]([C:3]1[C:4]([C:19]2[O:23][C:22]([CH3:24])=[C:21]([C:25]([OH:27])=[O:26])[CH:20]=2)=[C:5]2[CH:18]=[N:17][NH:16][C:6]2=[N:7][C:8]=1[C:9]1[CH:14]=[CH:13][C:12]([OH:15])=[CH:11][CH:10]=1)#[N:2]. The yield is 0.0600. (2) The reactants are [Cl:1][C:2]1[CH:3]=[C:4]([N:8]2[N:12]=[N:11][C:10]([CH:13](OS(C)(=O)=O)[CH3:14])=[N:9]2)[CH:5]=[CH:6][CH:7]=1.C(=O)([O-])[O-].[K+].[K+].[CH:26]1([N:29]2[C:33]([C:34]3[CH:39]=[CH:38][N:37]=[CH:36][CH:35]=3)=[N:32][NH:31][C:30]2=[S:40])[CH2:28][CH2:27]1. The catalyst is C(#N)C. The product is [Cl:1][C:2]1[CH:3]=[C:4]([N:8]2[N:12]=[N:11][C:10]([CH:13]([S:40][C:30]3[N:29]([CH:26]4[CH2:28][CH2:27]4)[C:33]([C:34]4[CH:35]=[CH:36][N:37]=[CH:38][CH:39]=4)=[N:32][N:31]=3)[CH3:14])=[N:9]2)[CH:5]=[CH:6][CH:7]=1. The yield is 0.680. (3) The reactants are [CH3:1][O:2][C:3]([CH:5]1[C:9]([NH:10][C:11]2[CH:16]=[CH:15][C:14]([I:17])=[CH:13][C:12]=2[F:18])=[CH:8][S:7][CH2:6]1)=[O:4].C1(Cl)C(=O)C(Cl)=C(Cl)C(=O)C=1Cl. The catalyst is C1(C)C=CC=CC=1. The product is [F:18][C:12]1[CH:13]=[C:14]([I:17])[CH:15]=[CH:16][C:11]=1[NH:10][C:9]1[C:5]([C:3]([O:2][CH3:1])=[O:4])=[CH:6][S:7][CH:8]=1. The yield is 0.495. (4) The reactants are [NH2:1][C:2]1[N:3]=[C:4]([Cl:31])[C:5]2[C:11](=[O:12])[CH:10]([CH:13]([CH:15]3[CH2:19][CH2:18][CH2:17][CH2:16]3)O)[CH2:9][N:8]([CH2:20][C:21]3[C:26]([CH3:27])=[C:25]([O:28][CH3:29])[C:24]([CH3:30])=[CH:23][N:22]=3)[C:6]=2[N:7]=1.[OH-].[NH4+].C(OCC)(=O)C.[OH-].[Na+]. The catalyst is CS(O)(=O)=O.O=P12OP3(OP(OP(O3)(O1)=O)(=O)O2)=O. The product is [NH2:1][C:2]1[N:3]=[C:4]([Cl:31])[C:5]2[C:11](=[O:12])/[C:10](=[CH:13]/[CH:15]3[CH2:19][CH2:18][CH2:17][CH2:16]3)/[CH2:9][N:8]([CH2:20][C:21]3[C:26]([CH3:27])=[C:25]([O:28][CH3:29])[C:24]([CH3:30])=[CH:23][N:22]=3)[C:6]=2[N:7]=1. The yield is 0.220. (5) The reactants are C(Cl)(=O)C(Cl)=O.CS(C)=O.[C:11]([O:15][C:16]([N:18]1[C:26]2[C:21](=[CH:22][CH:23]=[C:24]([CH2:27][OH:28])[CH:25]=2)[CH:20]=[C:19]1[C:29]1[CH:34]=[C:33]([C:35]2[CH:40]=[C:39]([CH3:41])[C:38]([OH:42])=[C:37]([CH3:43])[CH:36]=2)[N:32]=[N:31][C:30]=1[O:44][CH3:45])=[O:17])([CH3:14])([CH3:13])[CH3:12].C(N(CC)CC)C. The catalyst is ClCCl. The product is [C:11]([O:15][C:16]([N:18]1[C:26]2[C:21](=[CH:22][CH:23]=[C:24]([CH:27]=[O:28])[CH:25]=2)[CH:20]=[C:19]1[C:29]1[CH:34]=[C:33]([C:35]2[CH:36]=[C:37]([CH3:43])[C:38]([OH:42])=[C:39]([CH3:41])[CH:40]=2)[N:32]=[N:31][C:30]=1[O:44][CH3:45])=[O:17])([CH3:14])([CH3:13])[CH3:12]. The yield is 0.970. (6) The reactants are [Br:1][CH2:2][CH2:3][CH2:4][CH2:5][C:6]1[CH:11]=[CH:10][C:9]([CH2:12][CH2:13][CH2:14][CH3:15])=[CH:8][CH:7]=1.[N:16]1[CH:21]=[CH:20][C:19]([CH3:22])=[C:18]([CH3:23])[CH:17]=1. The catalyst is C(#N)C. The product is [Br-:1].[CH2:12]([C:9]1[CH:10]=[CH:11][C:6]([CH2:5][CH2:4][CH2:3][CH2:2][N+:16]2[CH:21]=[CH:20][C:19]([CH3:22])=[C:18]([CH3:23])[CH:17]=2)=[CH:7][CH:8]=1)[CH2:13][CH2:14][CH3:15]. The yield is 0.790. (7) The reactants are [Cl:1][C:2]1[C:7]([OH:8])=[CH:6][C:5]([Cl:9])=[C:4]([C:10]2[CH:15]=[CH:14][C:13]([CH3:16])=[CH:12][CH:11]=2)[N:3]=1.O[CH2:18][C@@H:19]1[CH2:23][CH2:22][N:21]([C:24]([O:26][C:27]([CH3:30])([CH3:29])[CH3:28])=[O:25])[CH2:20]1.C1(P(C2C=CC=CC=2)C2C=CC=CC=2)C=CC=CC=1.N(C(OC(C)C)=O)=NC(OC(C)C)=O. The catalyst is C1(C)C=CC=CC=1. The product is [Cl:1][C:2]1[C:7]([O:8][CH2:18][C@@H:19]2[CH2:23][CH2:22][N:21]([C:24]([O:26][C:27]([CH3:28])([CH3:30])[CH3:29])=[O:25])[CH2:20]2)=[CH:6][C:5]([Cl:9])=[C:4]([C:10]2[CH:15]=[CH:14][C:13]([CH3:16])=[CH:12][CH:11]=2)[N:3]=1. The yield is 0.950. (8) The reactants are [C:1]([O:5][C:6]([N:8]1[CH2:12][CH2:11][CH2:10][C@@H:9]1[CH2:13][O:14][C:15]1[CH:20]=[CH:19][C:18]([OH:21])=[CH:17][CH:16]=1)=[O:7])([CH3:4])([CH3:3])[CH3:2].Br[C:23]1[CH:28]=[CH:27][C:26]([C:29]2[O:33][CH:32]=[N:31][CH:30]=2)=[CH:25][CH:24]=1.C(=O)([O-])[O-].[Cs+].[Cs+].CN(C)CC(O)=O.Cl. The catalyst is O1CCOCC1.[Cu]I. The product is [C:1]([O:5][C:6]([N:8]1[CH2:12][CH2:11][CH2:10][C@@H:9]1[CH2:13][O:14][C:15]1[CH:20]=[CH:19][C:18]([O:21][C:23]2[CH:24]=[CH:25][C:26]([C:29]3[O:33][CH:32]=[N:31][CH:30]=3)=[CH:27][CH:28]=2)=[CH:17][CH:16]=1)=[O:7])([CH3:4])([CH3:2])[CH3:3]. The yield is 0.650. (9) The reactants are [CH3:1][N:2]1[C:6]2[CH:7]=[CH:8][C:9]([C:11]([OH:13])=O)=[CH:10][C:5]=2[N:4]=[N:3]1.[CH2:14]1[C@H:23]2[C@H:18]([CH2:19][CH2:20][C:21]3[CH:27]=[CH:26][CH:25]=[CH:24][C:22]=32)[NH:17][CH2:16][CH2:15]1.F[P-](F)(F)(F)(F)F.N1(OC(N(C)C)=[N+](C)C)C2N=CC=CC=2N=N1. No catalyst specified. The product is [CH2:14]1[C@H:23]2[C@H:18]([CH2:19][CH2:20][C:21]3[CH:27]=[CH:26][CH:25]=[CH:24][C:22]=32)[N:17]([C:11]([C:9]2[CH:8]=[CH:7][C:6]3[N:2]([CH3:1])[N:3]=[N:4][C:5]=3[CH:10]=2)=[O:13])[CH2:16][CH2:15]1. The yield is 0.530. (10) The reactants are Br[C:2]1[CH:18]=[CH:17][C:16]([S:19]([N:22]2[CH2:27][CH2:26][CH2:25][CH2:24][CH2:23]2)(=[O:21])=[O:20])=[CH:15][C:3]=1[CH2:4][O:5][CH2:6][C:7]([C:9]1[CH:14]=[CH:13][CH:12]=[CH:11][CH:10]=1)=[O:8].[CH3:28][N:29]1CCCC1=O. The catalyst is [C-]#N.[Zn+2].[C-]#N.C1C=CC([P]([Pd]([P](C2C=CC=CC=2)(C2C=CC=CC=2)C2C=CC=CC=2)([P](C2C=CC=CC=2)(C2C=CC=CC=2)C2C=CC=CC=2)[P](C2C=CC=CC=2)(C2C=CC=CC=2)C2C=CC=CC=2)(C2C=CC=CC=2)C2C=CC=CC=2)=CC=1. The product is [O:8]=[C:7]([C:9]1[CH:14]=[CH:13][CH:12]=[CH:11][CH:10]=1)[CH2:6][O:5][CH2:4][C:3]1[CH:15]=[C:16]([S:19]([N:22]2[CH2:27][CH2:26][CH2:25][CH2:24][CH2:23]2)(=[O:21])=[O:20])[CH:17]=[CH:18][C:2]=1[C:28]#[N:29]. The yield is 0.310.